From a dataset of Peptide-MHC class II binding affinity with 134,281 pairs from IEDB. Regression. Given a peptide amino acid sequence and an MHC pseudo amino acid sequence, predict their binding affinity value. This is MHC class II binding data. (1) The binding affinity (normalized) is 0.344. The MHC is DRB1_0101 with pseudo-sequence DRB1_0101. The peptide sequence is AIGIITLYLGAVVQA. (2) The peptide sequence is SDYVYQPFPKTVWEQ. The MHC is DRB1_0405 with pseudo-sequence DRB1_0405. The binding affinity (normalized) is 0.262.